Dataset: Catalyst prediction with 721,799 reactions and 888 catalyst types from USPTO. Task: Predict which catalyst facilitates the given reaction. (1) Reactant: Br[CH2:2][C:3]1[CH:13]=[CH:12][CH:11]=[C:10]([O:14][CH3:15])[C:4]=1[C:5]([O:7]CC)=O.[Cl:16][C:17]1[CH:22]=[CH:21][C:20]([CH2:23][NH2:24])=[CH:19][CH:18]=1.C(=O)([O-])[O-].[K+].[K+]. Product: [Cl:16][C:17]1[CH:22]=[CH:21][C:20]([CH2:23][N:24]2[CH2:2][C:3]3[C:4](=[C:10]([O:14][CH3:15])[CH:11]=[CH:12][CH:13]=3)[C:5]2=[O:7])=[CH:19][CH:18]=1. The catalyst class is: 815. (2) Reactant: C(OC([N:8]1[CH2:13][CH2:12][N:11]([C:14]2[C:23]3[C:18](=[C:19]([O:33][CH3:34])[C:20]([C:25]4[CH:30]=[CH:29][C:28]([F:31])=[CH:27][C:26]=4[F:32])=[C:21]([Cl:24])[CH:22]=3)[N:17]=[CH:16][N:15]=2)[CH2:10][CH2:9]1)=O)(C)(C)C.C(O)(C(F)(F)F)=O. Product: [Cl:24][C:21]1[CH:22]=[C:23]2[C:18](=[C:19]([O:33][CH3:34])[C:20]=1[C:25]1[CH:30]=[CH:29][C:28]([F:31])=[CH:27][C:26]=1[F:32])[N:17]=[CH:16][N:15]=[C:14]2[N:11]1[CH2:12][CH2:13][NH:8][CH2:9][CH2:10]1. The catalyst class is: 4. (3) Reactant: [Br:1][C:2]1[C:7]([Cl:8])=[C:6]([N+:9]([O-])=O)[CH:5]=[CH:4][C:3]=1[CH2:12][C:13]#[N:14].O.O.Cl[Sn]Cl.C([O-])(O)=O.[Na+]. Product: [NH2:9][C:6]1[CH:5]=[CH:4][C:3]([CH2:12][C:13]#[N:14])=[C:2]([Br:1])[C:7]=1[Cl:8]. The catalyst class is: 25. (4) Reactant: [C:1]([CH:5]1[CH2:10][CH2:9][CH:8]([O:11][C:12]2[CH:13]=[C:14]([CH3:22])[C:15]3[C:20]([CH:21]=2)=[CH:19][CH:18]=[CH:17][CH:16]=3)[CH2:7][CH2:6]1)([CH3:4])([CH3:3])[CH3:2].[Sn](Cl)(Cl)(Cl)Cl.[CH3:28][O:29]C(Cl)Cl. Product: [C:1]([C@H:5]1[CH2:6][CH2:7][C@H:8]([O:11][C:12]2[CH:13]=[C:14]([CH3:22])[C:15]3[C:20](=[CH:19][CH:18]=[CH:17][CH:16]=3)[C:21]=2[CH:28]=[O:29])[CH2:9][CH2:10]1)([CH3:4])([CH3:3])[CH3:2]. The catalyst class is: 417. (5) Reactant: [Br:1][C:2]1[CH:17]=[CH:16][C:5]([O:6][C:7]2[C:13]([F:14])=[CH:12][C:10]([NH2:11])=[C:9]([CH3:15])[CH:8]=2)=[C:4]([F:18])[CH:3]=1.F[B-](F)(F)F.[H+].[N:25]([O-])=O.[Na+].CC([O-])=O.[K+].C1OCCOCCOCCOCCOCCOC1. Product: [Br:1][C:2]1[CH:17]=[CH:16][C:5]([O:6][C:7]2[CH:8]=[C:9]3[C:10](=[CH:12][C:13]=2[F:14])[NH:11][N:25]=[CH:15]3)=[C:4]([F:18])[CH:3]=1. The catalyst class is: 408. (6) Reactant: [F:1][C:2]([F:13])([F:12])[C:3]1[N:8]=[CH:7][C:6]([C:9]([NH2:11])=[NH:10])=[CH:5][CH:4]=1.[F:14][C:15]([F:24])([F:23])[C:16]#[C:17][C:18](OCC)=[O:19].[OH-].[K+]. Product: [OH:19][C:18]1[CH:17]=[C:16]([C:15]([F:24])([F:23])[F:14])[N:11]=[C:9]([C:6]2[CH:7]=[N:8][C:3]([C:2]([F:12])([F:1])[F:13])=[CH:4][CH:5]=2)[N:10]=1. The catalyst class is: 8. (7) Reactant: [N+:1]([C:4]1[C:12]2[O:11][CH:10]([CH2:13][OH:14])[CH2:9][C:8]=2[CH:7]=[CH:6][CH:5]=1)([O-:3])=[O:2].C(N(C(C)C)CC)(C)C.[C:24]1([CH3:34])[CH:29]=[CH:28][C:27]([S:30](Cl)(=[O:32])=[O:31])=[CH:26][CH:25]=1. Product: [CH3:34][C:24]1[CH:29]=[CH:28][C:27]([S:30]([O:14][CH2:13][CH:10]2[CH2:9][C:8]3[CH:7]=[CH:6][CH:5]=[C:4]([N+:1]([O-:3])=[O:2])[C:12]=3[O:11]2)(=[O:32])=[O:31])=[CH:26][CH:25]=1. The catalyst class is: 4. (8) Reactant: [OH:1][C:2]1([CH2:19][N:20]2[C:25](=[O:26])[C:24]3[CH:27]=[N:28][N:29]([C:30]4[CH:35]=[CH:34][CH:33]=[CH:32][CH:31]=4)[C:23]=3[N:22]=[CH:21]2)[CH2:7][CH2:6][N:5]([C:8](=[O:18])[C:9]2[CH:14]=[CH:13][CH:12]=[CH:11][C:10]=2[N+:15]([O-])=O)[CH2:4][CH2:3]1.FC(F)(F)C(O)=O.OC1(CN2C(=O)C3C=NN(C4C=CC=CC=4)C=3N=C2)CCNCC1.[N+](C1C=CC=CC=1C(O)=O)([O-])=O.[H][H]. Product: [NH2:15][C:10]1[CH:11]=[CH:12][CH:13]=[CH:14][C:9]=1[C:8]([N:5]1[CH2:4][CH2:3][C:2]([CH2:19][N:20]2[C:25](=[O:26])[C:24]3[CH:27]=[N:28][N:29]([C:30]4[CH:31]=[CH:32][CH:33]=[CH:34][CH:35]=4)[C:23]=3[N:22]=[CH:21]2)([OH:1])[CH2:7][CH2:6]1)=[O:18]. The catalyst class is: 43. (9) Reactant: [F:1][C:2]1[C:3]([O:17][CH3:18])=[CH:4][CH:5]=[C:6]2[C:10]=1[C:9]([CH:12](C#N)[C:13]#N)([CH3:11])[CH2:8][CH2:7]2.[OH-:19].[K+].Cl.[OH2:22]. Product: [F:1][C:2]1[C:3]([O:17][CH3:18])=[CH:4][CH:5]=[C:6]2[C:10]=1[C:9]([CH2:12][C:13]([OH:22])=[O:19])([CH3:11])[CH2:8][CH2:7]2. The catalyst class is: 196.